This data is from Forward reaction prediction with 1.9M reactions from USPTO patents (1976-2016). The task is: Predict the product of the given reaction. (1) Given the reactants [Cl:1][C:2]1[C:11]2[C:6](=[C:7]([C:14]3[CH:19]=[CH:18][CH:17]=[CH:16][CH:15]=3)[CH:8]=[C:9]([O:12][CH3:13])[CH:10]=2)[CH:5]=[N:4][N:3]=1.[NH2:20][CH:21]1[CH2:26][CH2:25][N:24]([CH2:27][C:28]2[CH:37]=[CH:36][C:35]3[C:30](=[CH:31][CH:32]=[CH:33][CH:34]=3)[CH:29]=2)[CH2:23][CH2:22]1, predict the reaction product. The product is: [ClH:1].[ClH:1].[CH3:13][O:12][C:9]1[CH:10]=[C:11]2[C:6]([CH:5]=[N:4][N:3]=[C:2]2[NH:20][CH:21]2[CH2:22][CH2:23][N:24]([CH2:27][C:28]3[CH:37]=[CH:36][C:35]4[C:30](=[CH:31][CH:32]=[CH:33][CH:34]=4)[CH:29]=3)[CH2:25][CH2:26]2)=[C:7]([C:14]2[CH:19]=[CH:18][CH:17]=[CH:16][CH:15]=2)[CH:8]=1. (2) Given the reactants [OH:1][CH:2]([C:20]1[CH:25]=[CH:24][CH:23]=[CH:22][CH:21]=1)[CH2:3][CH2:4][CH2:5][C:6]([N:8]1[CH:12]([C:13]2[CH:18]=[CH:17][CH:16]=[CH:15][CH:14]=2)[CH2:11][O:10][C:9]1=[O:19])=[O:7].N1C=CN=C1.[C:31]([Si:35](Cl)([CH3:37])[CH3:36])([CH3:34])([CH3:33])[CH3:32], predict the reaction product. The product is: [C:31]([Si:35]([CH3:37])([CH3:36])[O:1][CH:2]([C:20]1[CH:25]=[CH:24][CH:23]=[CH:22][CH:21]=1)[CH2:3][CH2:4][CH2:5][C:6]([N:8]1[CH:12]([C:13]2[CH:14]=[CH:15][CH:16]=[CH:17][CH:18]=2)[CH2:11][O:10][C:9]1=[O:19])=[O:7])([CH3:34])([CH3:33])[CH3:32].